This data is from Forward reaction prediction with 1.9M reactions from USPTO patents (1976-2016). The task is: Predict the product of the given reaction. (1) Given the reactants [CH:1]1([C:4]([N:6]2[CH2:10][CH2:9][C@@H:8]([CH2:11][NH:12][C:13]3[C:14]([NH2:23])=[C:15]([C:19]([F:22])([F:21])[F:20])[CH:16]=[CH:17][CH:18]=3)[CH2:7]2)=[O:5])[CH2:3][CH2:2]1.[F:24][C:25]1[CH:30]=[CH:29][C:28]([C:31]2[CH:38]=[CH:37][C:34]([CH:35]=O)=[CH:33][CH:32]=2)=[CH:27][CH:26]=1, predict the reaction product. The product is: [CH:1]1([C:4]([N:6]2[CH2:10][CH2:9][C@@H:8]([CH2:11][N:12]3[C:13]4[CH:18]=[CH:17][CH:16]=[C:15]([C:19]([F:20])([F:21])[F:22])[C:14]=4[N:23]=[C:35]3[C:34]3[CH:33]=[CH:32][C:31]([C:28]4[CH:29]=[CH:30][C:25]([F:24])=[CH:26][CH:27]=4)=[CH:38][CH:37]=3)[CH2:7]2)=[O:5])[CH2:3][CH2:2]1. (2) Given the reactants [NH2:1][CH:2]([C:10]1[C:15]([O:16][CH3:17])=[CH:14][CH:13]=[CH:12][C:11]=1[O:18][CH3:19])[CH2:3][CH2:4][CH2:5][C:6]([O:8]C)=O.[C:20]1([C:26]2[S:30][C:29]([CH:31]=O)=[CH:28][CH:27]=2)[CH:25]=[CH:24][CH:23]=[CH:22][CH:21]=1, predict the reaction product. The product is: [CH3:19][O:18][C:11]1[CH:12]=[CH:13][CH:14]=[C:15]([O:16][CH3:17])[C:10]=1[CH:2]1[N:1]([CH2:31][C:29]2[S:30][C:26]([C:20]3[CH:21]=[CH:22][CH:23]=[CH:24][CH:25]=3)=[CH:27][CH:28]=2)[C:6](=[O:8])[CH2:5][CH2:4][CH2:3]1. (3) Given the reactants C[O:2][C:3]([C:5]1([S:18]([C:21]2[CH:26]=[CH:25][C:24]([O:27][C:28]3[CH:33]=[CH:32][C:31]([Cl:34])=[CH:30][CH:29]=3)=[CH:23][CH:22]=2)(=[O:20])=[O:19])[CH2:10][CH2:9][N:8]([CH2:11][C:12]2[CH:17]=[CH:16][CH:15]=[CH:14][CH:13]=2)[CH2:7][CH2:6]1)=[O:4].C([N-]C(C)C)(C)C.[Li+].ClC1C=CC(OC2C=CC(S(F)(=O)=O)=CC=2)=CC=1.[OH-].[Li+], predict the reaction product. The product is: [Cl:34][C:31]1[CH:30]=[CH:29][C:28]([O:27][C:24]2[CH:23]=[CH:22][C:21]([S:18]([C:5]3([C:3]([OH:4])=[O:2])[CH2:6][CH2:7][N:8]([CH2:11][C:12]4[CH:17]=[CH:16][CH:15]=[CH:14][CH:13]=4)[CH2:9][CH2:10]3)(=[O:19])=[O:20])=[CH:26][CH:25]=2)=[CH:33][CH:32]=1. (4) Given the reactants [N:1]1([C:6]2[NH:22][C:9]3=[N:10][CH:11]=[C:12]([NH:14]C(=O)OC(C)(C)C)[CH:13]=[C:8]3[CH:7]=2)[CH:5]=[CH:4][CH:3]=[N:2]1.[ClH:23], predict the reaction product. The product is: [ClH:23].[N:1]1([C:6]2[NH:22][C:9]3=[N:10][CH:11]=[C:12]([NH2:14])[CH:13]=[C:8]3[CH:7]=2)[CH:5]=[CH:4][CH:3]=[N:2]1. (5) Given the reactants [CH3:1][O:2][C:3](=[O:22])[C@@H:4]([NH:14]C(OC(C)(C)C)=O)[CH2:5][C:6]1[CH:11]=[C:10]([F:12])[CH:9]=[C:8]([F:13])[CH:7]=1.C(OC(N[C@@H](CC1C=C(F)C=C(F)C=1)C(OC)=O)=O)C1C=CC=CC=1.Cl.C(=O)(O)[O-].[Na+], predict the reaction product. The product is: [NH2:14][C@@H:4]([CH2:5][C:6]1[CH:7]=[C:8]([F:13])[CH:9]=[C:10]([F:12])[CH:11]=1)[C:3]([O:2][CH3:1])=[O:22]. (6) Given the reactants [NH2:1][C:2]1[CH:12]=[CH:11][C:5]([C:6]([O:8]CC)=[O:7])=[CH:4][C:3]=1[Br:13].O.[OH-].[Na+], predict the reaction product. The product is: [NH2:1][C:2]1[CH:12]=[CH:11][C:5]([C:6]([OH:8])=[O:7])=[CH:4][C:3]=1[Br:13]. (7) Given the reactants C1(O)C=CC=CC=1.BrCCCCCCCCCCCO.[O:21]([CH2:28][CH2:29][CH2:30][CH2:31][CH2:32][CH2:33][CH2:34][CH2:35][CH2:36][CH2:37][CH2:38][OH:39])[C:22]1[CH:27]=[CH:26][CH:25]=[CH:24][CH:23]=1.O(CCCCCCCCCCC(O)=O)C1C=CC=CC=1.Cl.Cl.[CH2:62]([O:69][C:70](=[O:78])[CH2:71][C@@H:72]([NH2:77])[CH2:73][N:74]([CH3:76])[CH3:75])[C:63]1[CH:68]=[CH:67][CH:66]=[CH:65][CH:64]=1, predict the reaction product. The product is: [CH2:62]([O:69][C:70](=[O:78])[CH2:71][C@@H:72]([NH:77][C:38](=[O:39])[CH2:37][CH2:36][CH2:35][CH2:34][CH2:33][CH2:32][CH2:31][CH2:30][CH2:29][CH2:28][O:21][C:22]1[CH:27]=[CH:26][CH:25]=[CH:24][CH:23]=1)[CH2:73][N:74]([CH3:75])[CH3:76])[C:63]1[CH:68]=[CH:67][CH:66]=[CH:65][CH:64]=1. (8) Given the reactants F[C:2]1[C:7]([C:8]2[CH:13]=[CH:12][CH:11]=[CH:10][CH:9]=2)=[CH:6][C:5]([C:14]#[N:15])=[C:4]([N+:16]([O-:18])=[O:17])[CH:3]=1.C(N(CC)CC)C.[CH3:26][N:27]([CH3:33])[C@H:28]1[CH2:32][CH2:31][NH:30][CH2:29]1.C(=O)([O-])O.[Na+], predict the reaction product. The product is: [CH3:26][N:27]([CH3:33])[C@H:28]1[CH2:32][CH2:31][N:30]([C:2]2[C:7]([C:8]3[CH:13]=[CH:12][CH:11]=[CH:10][CH:9]=3)=[CH:6][C:5]([C:14]#[N:15])=[C:4]([N+:16]([O-:18])=[O:17])[CH:3]=2)[CH2:29]1. (9) The product is: [Br:8][C:9]1[CH:10]=[N:11][C:12]2[C:13]3[N:26]([CH2:27][C:28]([CH3:30])([OH:31])[CH3:29])[C:20]([CH2:21][O:22][CH2:23][CH3:24])=[N:19][C:14]=3[CH:15]=[N:16][C:17]=2[CH:18]=1. Given the reactants C(=O)([O-])[O-].[K+].[K+].Cl.[Br:8][C:9]1[CH:18]=[C:17]2[C:12]([C:13]([NH:26][CH2:27][C:28]([OH:31])([CH3:30])[CH3:29])=[C:14]([NH:19][C:20](=O)[CH2:21][O:22][CH2:23][CH3:24])[CH:15]=[N:16]2)=[N:11][CH:10]=1, predict the reaction product. (10) Given the reactants [BrH:1].[N:2]1[CH:7]=[CH:6][CH:5]=[C:4]([C:8]2[S:12][C:11](N)=[N:10][N:9]=2)[CH:3]=1.BrBr.N([O-])=O.[Na+].[OH-].[Na+], predict the reaction product. The product is: [BrH:1].[Br:1][C:11]1[S:12][C:8]([C:4]2[CH:3]=[NH+:2][CH:7]=[CH:6][CH:5]=2)=[N:9][N:10]=1.